The task is: Predict the reactants needed to synthesize the given product.. This data is from Full USPTO retrosynthesis dataset with 1.9M reactions from patents (1976-2016). (1) Given the product [Cl:1][C:2]1[C:11]([N+:12]([O-:14])=[O:13])=[C:10]([NH:39][CH2:38][C:35]2[CH:36]=[CH:37][C:32]([CH2:31][NH:30][C:23](=[O:24])[O:25][C:26]([CH3:27])([CH3:28])[CH3:29])=[CH:33][CH:34]=2)[C:9]2[C:4](=[CH:5][CH:6]=[CH:7][CH:8]=2)[N:3]=1, predict the reactants needed to synthesize it. The reactants are: [Cl:1][C:2]1[C:11]([N+:12]([O-:14])=[O:13])=[C:10](Cl)[C:9]2[C:4](=[CH:5][CH:6]=[CH:7][CH:8]=2)[N:3]=1.C(N(CC)CC)C.[C:23]([NH:30][CH2:31][C:32]1[CH:37]=[CH:36][C:35]([CH2:38][NH2:39])=[CH:34][CH:33]=1)([O:25][C:26]([CH3:29])([CH3:28])[CH3:27])=[O:24].O. (2) Given the product [F:40][C:41]1[CH:47]=[CH:46][C:44]([NH:45][C:27]([C:24]2([C:22]([NH:21][C:18]3[CH:17]=[CH:16][C:15]([NH:14][C:13]4[CH:12]=[CH:11][N:10]=[C:9]5[NH:30][C:6]([C:4]([O:3][CH2:1][CH3:2])=[O:5])=[CH:7][C:8]=45)=[CH:20][CH:19]=3)=[O:23])[CH2:26][CH2:25]2)=[O:28])=[CH:43][CH:42]=1, predict the reactants needed to synthesize it. The reactants are: [CH2:1]([O:3][C:4]([C:6]1[NH:30][C:9]2=[N:10][CH:11]=[CH:12][C:13]([NH:14][C:15]3[CH:20]=[CH:19][C:18]([NH:21][C:22]([C:24]4([C:27](O)=[O:28])[CH2:26][CH2:25]4)=[O:23])=[CH:17][CH:16]=3)=[C:8]2[CH:7]=1)=[O:5])[CH3:2].C(N(C(C)C)CC)(C)C.[F:40][C:41]1[CH:47]=[CH:46][C:44]([NH2:45])=[CH:43][CH:42]=1. (3) Given the product [C:1]([NH:9][C:10]1[CH:11]=[C:12]([CH:16]=[CH:17][N:18]=1)[C:13]([NH:28][CH2:27][C:24]1[CH:23]=[CH:22][C:21]([C:20]([F:19])([F:29])[F:30])=[CH:26][CH:25]=1)=[O:15])(=[O:8])[C:2]1[CH:3]=[CH:4][CH:5]=[CH:6][CH:7]=1, predict the reactants needed to synthesize it. The reactants are: [C:1]([NH:9][C:10]1[CH:11]=[C:12]([CH:16]=[CH:17][N:18]=1)[C:13]([OH:15])=O)(=[O:8])[C:2]1[CH:7]=[CH:6][CH:5]=[CH:4][CH:3]=1.[F:19][C:20]([F:30])([F:29])[C:21]1[CH:26]=[CH:25][C:24]([CH2:27][NH2:28])=[CH:23][CH:22]=1.C(N(CC)CC)C. (4) The reactants are: [C:1]([O:9][CH2:10][CH2:11][O:12][CH2:13][CH2:14][N:15]1[C:23]2[C:22](OC3C=CC=CC=3)=[N:21][CH:20]=[N:19][C:18]=2[CH:17]=[C:16]1[CH3:31])(=[O:8])[C:2]1[CH:7]=[CH:6][CH:5]=[CH:4][CH:3]=1.[Cl:32][C:33]1[CH:34]=[C:35]([CH:37]=[CH:38][C:39]=1[O:40][CH2:41][C:42]1[CH:47]=[CH:46][CH:45]=[C:44]([F:48])[CH:43]=1)[NH2:36].Cl.N1C=CC=CC=1.C1(O)C=CC=CC=1. Given the product [C:1]([O:9][CH2:10][CH2:11][O:12][CH2:13][CH2:14][N:15]1[C:23]2[C:22]([NH:36][C:35]3[CH:37]=[CH:38][C:39]([O:40][CH2:41][C:42]4[CH:47]=[CH:46][CH:45]=[C:44]([F:48])[CH:43]=4)=[C:33]([Cl:32])[CH:34]=3)=[N:21][CH:20]=[N:19][C:18]=2[CH:17]=[C:16]1[CH3:31])(=[O:8])[C:2]1[CH:3]=[CH:4][CH:5]=[CH:6][CH:7]=1, predict the reactants needed to synthesize it. (5) Given the product [Cl:1][C:2]1[CH:3]=[CH:4][CH:5]=[C:6]2[C:10]=1[C:9](=[O:11])[N:8]([C:12]1[CH:13]=[C:14]([CH:32]=[CH:33][CH:34]=1)[C:15]([NH:17][CH2:18][CH2:46][CH2:45][C:36]1[CH:37]=[CH:38][C:39]3[CH2:40][CH2:41][CH2:42][NH:43][C:44]=3[N:35]=1)=[O:16])[CH2:7]2, predict the reactants needed to synthesize it. The reactants are: [Cl:1][C:2]1[CH:3]=[CH:4][CH:5]=[C:6]2[C:10]=1[C:9](=[O:11])[N:8]([C:12]1[CH:13]=[C:14]([CH:32]=[CH:33][CH:34]=1)[C:15]([NH:17][CH2:18]CC1CCN(C3C=CN=CC=3)CC1)=[O:16])[CH2:7]2.[N:35]1[C:44]2[NH:43][CH2:42][CH2:41][CH2:40][C:39]=2[CH:38]=[CH:37][C:36]=1[CH2:45][CH2:46]CN.ClC1C=CC=C2C=1C(=O)N(C1C=C(C=CC=1)C(O)=O)C2. (6) Given the product [ClH:29].[CH3:6][NH:7][C@@H:9]([CH2:21][C:22]1[CH:27]=[CH:26][CH:25]=[CH:24][CH:23]=1)[CH2:10][CH2:11][NH:12][C:13]([C:15]1[CH:20]=[CH:19][CH:18]=[CH:17][N:16]=1)=[O:14], predict the reactants needed to synthesize it. The reactants are: C(O[C:6](=O)[N:7]([C@@H:9]([CH2:21][C:22]1[CH:27]=[CH:26][CH:25]=[CH:24][CH:23]=1)[CH2:10][CH2:11][NH:12][C:13]([C:15]1[CH:20]=[CH:19][CH:18]=[CH:17][N:16]=1)=[O:14])C)(C)(C)C.[ClH:29].O1CCOCC1. (7) The reactants are: [C:1]([C:5]1[CH:10]=[CH:9][CH:8]=[C:7]([C:11]([CH3:14])([CH3:13])[CH3:12])[C:6]=1[OH:15])([CH3:4])([CH3:3])[CH3:2].[N+:16]([O-])([OH:18])=[O:17].C(O)(=O)C. Given the product [C:11]([C:7]1[CH:8]=[C:9]([N+:16]([O-:18])=[O:17])[CH:10]=[C:5]([C:1]([CH3:4])([CH3:3])[CH3:2])[C:6]=1[OH:15])([CH3:14])([CH3:13])[CH3:12], predict the reactants needed to synthesize it. (8) Given the product [Cl:10][C:6]1[CH:7]=[CH:8][N:9]=[C:2]2[C:3]=1[CH:4]=[CH:12][C:11]([C:14]1[C:19]([C:20]([F:23])([F:21])[F:22])=[CH:18][CH:17]=[CH:16][N:15]=1)=[N:1]2, predict the reactants needed to synthesize it. The reactants are: [NH2:1][C:2]1[N:9]=[CH:8][CH:7]=[C:6]([Cl:10])[C:3]=1[CH:4]=O.[C:11]([C:14]1[C:19]([C:20]([F:23])([F:22])[F:21])=[CH:18][CH:17]=[CH:16][N:15]=1)(=O)[CH3:12].CC([O-])(C)C.[K+]. (9) The reactants are: [CH2:1]([O:8][C:9]1[C:14]([CH2:15][NH:16][CH2:17][CH2:18][O:19][C:20]2[C:30]([Br:31])=[CH:29][C:28]([O:32]S(C)(=O)=O)=[C:27]([CH3:37])[C:21]=2[C:22]([O:24]CC)=O)=[C:13]([CH3:38])[CH:12]=[C:11]([CH3:39])[N:10]=1)[C:2]1[CH:7]=[CH:6][CH:5]=[CH:4][CH:3]=1.[OH-].[Na+].Cl.[CH:43](N(CC)C(C)C)([CH3:45])[CH3:44].F[P-](F)(F)(F)(F)F.N1(OC(N(C)C)=[N+](C)C)C2N=CC=CC=2N=N1.C(=O)([O-])[O-].[Cs+].[Cs+].IC(C)C. Given the product [CH2:1]([O:8][C:9]1[C:14]([CH2:15][N:16]2[C:22](=[O:24])[C:21]3[C:27]([CH3:37])=[C:28]([O:32][CH:43]([CH3:45])[CH3:44])[CH:29]=[C:30]([Br:31])[C:20]=3[O:19][CH2:18][CH2:17]2)=[C:13]([CH3:38])[CH:12]=[C:11]([CH3:39])[N:10]=1)[C:2]1[CH:3]=[CH:4][CH:5]=[CH:6][CH:7]=1, predict the reactants needed to synthesize it. (10) Given the product [O:2]1[C:1]([C:3]2[CH:12]=[CH:11][C:6]([C:7]([O:9][CH3:10])=[O:8])=[CH:5][CH:4]=2)=[CH:30][N:29]=[CH:28]1, predict the reactants needed to synthesize it. The reactants are: [CH:1]([C:3]1[CH:12]=[CH:11][C:6]([C:7]([O:9][CH3:10])=[O:8])=[CH:5][CH:4]=1)=[O:2].C(=O)([O-])[O-].[K+].[K+].C1(C)C=CC(S([CH2:28][N+:29]#[C-:30])(=O)=O)=CC=1.